This data is from NCI-60 drug combinations with 297,098 pairs across 59 cell lines. The task is: Regression. Given two drug SMILES strings and cell line genomic features, predict the synergy score measuring deviation from expected non-interaction effect. Drug 1: C1=CC(=CC=C1CC(C(=O)O)N)N(CCCl)CCCl.Cl. Drug 2: CC1=CC=C(C=C1)C2=CC(=NN2C3=CC=C(C=C3)S(=O)(=O)N)C(F)(F)F. Cell line: SK-MEL-28. Synergy scores: CSS=10.3, Synergy_ZIP=2.69, Synergy_Bliss=3.58, Synergy_Loewe=-3.46, Synergy_HSA=-0.996.